Dataset: Reaction yield outcomes from USPTO patents with 853,638 reactions. Task: Predict the reaction yield, written as a fraction of the theoretical maximum amount of product (1.0 means a 100% yield; for example, 0.34 means a 34% yield). The catalyst is CCO.[Pd]. The product is [C:1]([NH:6][C:7]1[CH:8]=[CH:9][C:10]([CH3:26])=[C:11]([CH:13]2[CH2:14][CH2:15][N:16]([C:19]([O:21][C:22]([CH3:23])([CH3:25])[CH3:24])=[O:20])[CH2:17][CH2:18]2)[CH:12]=1)(=[O:5])[CH:2]([CH3:4])[CH3:3]. The yield is 1.00. The reactants are [C:1]([NH:6][C:7]1[CH:8]=[CH:9][C:10]([CH3:26])=[C:11]([C:13]2[CH2:14][CH2:15][N:16]([C:19]([O:21][C:22]([CH3:25])([CH3:24])[CH3:23])=[O:20])[CH2:17][CH:18]=2)[CH:12]=1)(=[O:5])[CH:2]([CH3:4])[CH3:3].[H][H].